Dataset: CYP2C19 inhibition data for predicting drug metabolism from PubChem BioAssay. Task: Regression/Classification. Given a drug SMILES string, predict its absorption, distribution, metabolism, or excretion properties. Task type varies by dataset: regression for continuous measurements (e.g., permeability, clearance, half-life) or binary classification for categorical outcomes (e.g., BBB penetration, CYP inhibition). Dataset: cyp2c19_veith. (1) The compound is CS(=O)(=O)Nc1cccc(-c2nc(Nc3ccccc3)c3ccccc3n2)c1. The result is 1 (inhibitor). (2) The compound is CCCC[C@@H]1CN2[C@@H](CC[C@H](C)[C@H]2c2ccc(Br)cc2)C(=O)O1. The result is 0 (non-inhibitor).